Dataset: Catalyst prediction with 721,799 reactions and 888 catalyst types from USPTO. Task: Predict which catalyst facilitates the given reaction. (1) Reactant: [CH3:1][NH:2][CH2:3][C:4]1[CH:5]=[C:6]([C:10]2[CH:15]=[CH:14][C:13]([CH:16]=[C:17]3[S:21][C:20](=[O:22])[NH:19][C:18]3=[O:23])=[CH:12][CH:11]=2)[CH:7]=[CH:8][CH:9]=1.[C:24](=[O:27])([O-])[O-:25].[Na+].[Na+].[CH:30]1[C:42]2[CH:41]([CH2:43]Cl)[C:40]3[C:35](=[CH:36][CH:37]=[CH:38][CH:39]=3)[C:34]=2[CH:33]=[CH:32][CH:31]=1. Product: [O:22]=[C:20]1[NH:19][C:18](=[O:23])[C:17](=[CH:16][C:13]2[CH:12]=[CH:11][C:10]([C:6]3[CH:7]=[CH:8][CH:9]=[C:4]([CH2:3][N:2]([CH3:1])[C:24](=[O:27])[O:25][CH2:43][CH:41]4[C:42]5[CH:30]=[CH:31][CH:32]=[CH:33][C:34]=5[C:35]5[C:40]4=[CH:39][CH:38]=[CH:37][CH:36]=5)[CH:5]=3)=[CH:15][CH:14]=2)[S:21]1. The catalyst class is: 38. (2) Reactant: [Br:1][C:2]1[CH:12]=[C:11]([F:13])[CH:10]=[CH:9][C:3]=1[O:4][CH2:5][C:6]([OH:8])=O.[CH:14]([NH:17][NH:18][C:19](=[O:31])[C:20]1[CH:25]=[CH:24][C:23]([O:26][CH2:27][CH2:28][O:29][CH3:30])=[CH:22][CH:21]=1)([CH3:16])[CH3:15].C(N(C(C)C)CC)(C)C.C1CN([P+](Br)(N2CCCC2)N2CCCC2)CC1.F[P-](F)(F)(F)(F)F. Product: [Br:1][C:2]1[CH:12]=[C:11]([F:13])[CH:10]=[CH:9][C:3]=1[O:4][CH2:5][C:6]([N:17]([CH:14]([CH3:16])[CH3:15])[NH:18][C:19](=[O:31])[C:20]1[CH:21]=[CH:22][C:23]([O:26][CH2:27][CH2:28][O:29][CH3:30])=[CH:24][CH:25]=1)=[O:8]. The catalyst class is: 3.